From a dataset of Forward reaction prediction with 1.9M reactions from USPTO patents (1976-2016). Predict the product of the given reaction. (1) Given the reactants Cl[C:2]1[N:7]=[CH:6][C:5]2[C:8]([C:14]#[N:15])=[N:9][N:10]([CH:11]([CH3:13])[CH3:12])[C:4]=2[CH:3]=1.[CH:16]1([S:19]([N:22]2[CH:26]=[C:25]([C:27]3[N:32]=[C:31]([NH2:33])[CH:30]=[CH:29][N:28]=3)[CH:24]=[N:23]2)(=[O:21])=[O:20])[CH2:18][CH2:17]1.C1(P(C2C=CC=CC=2)C2C3OC4C(=CC=CC=4P(C4C=CC=CC=4)C4C=CC=CC=4)C(C)(C)C=3C=CC=2)C=CC=CC=1.C(=O)([O-])[O-].[Cs+].[Cs+], predict the reaction product. The product is: [CH:16]1([S:19]([N:22]2[CH:26]=[C:25]([C:27]3[N:32]=[C:31]([NH:33][C:2]4[N:7]=[CH:6][C:5]5[C:8]([C:14]#[N:15])=[N:9][N:10]([CH:11]([CH3:13])[CH3:12])[C:4]=5[CH:3]=4)[CH:30]=[CH:29][N:28]=3)[CH:24]=[N:23]2)(=[O:20])=[O:21])[CH2:18][CH2:17]1. (2) Given the reactants [C:1]([NH-:3])#[N:2].[C:21]1(P([C:17]2[CH:22]=[CH:21][CH:20]=[CH:19]C=2)[C:21]2[CH:22]=[CH:17]C=[CH:19][CH:20]=2)[CH:22]=[CH:17]C=[CH:19][CH:20]=1.CCOC(/N=[N:29]/[C:30](OCC)=O)=O.[Si]([N:39]=[N+:40]=[N-])(C)(C)C.[C:42]1(P(=O)(C2C=CC=CC=2)C2C=CC=CC=2)C=CC=CC=1, predict the reaction product. The product is: [CH3:42][CH:20]([CH3:19])[CH2:21][CH:22]([CH2:17][C:1]1[NH:3][N:40]=[N:39][N:2]=1)[CH2:30][NH2:29]. (3) Given the reactants [NH2:1][C:2]1[N:6]([C:7]2[CH:8]=[C:9]([CH:16]=[CH:17][C:18]=2[CH3:19])[C:10]([NH:12][CH:13]2[CH2:15][CH2:14]2)=[O:11])[N:5]=[CH:4][C:3]=1[C:20](=[O:28])[C:21]1[CH:26]=[CH:25][CH:24]=[C:23](I)[CH:22]=1.C([Sn](CCCC)(CCCC)[C:34]1[CH:39]=[N:38][CH:37]=[CH:36][N:35]=1)CCC, predict the reaction product. The product is: [NH2:1][C:2]1[N:6]([C:7]2[CH:8]=[C:9]([CH:16]=[CH:17][C:18]=2[CH3:19])[C:10]([NH:12][CH:13]2[CH2:15][CH2:14]2)=[O:11])[N:5]=[CH:4][C:3]=1[C:20](=[O:28])[C:21]1[CH:26]=[CH:25][CH:24]=[C:23]([C:34]2[CH:39]=[N:38][CH:37]=[CH:36][N:35]=2)[CH:22]=1. (4) Given the reactants C([Li])CCC.[S:6]1[CH:10]=[CH:9][CH:8]=[CH:7]1.[Li].[CH2:12]([O:14][Si:15](OCC)([O:19][CH2:20]C)[O:16][CH2:17]C)C, predict the reaction product. The product is: [S:6]1[CH:10]=[CH:9][CH:8]=[C:7]1[Si:15]([O:19][CH3:20])([O:16][CH3:17])[O:14][CH3:12]. (5) Given the reactants C([O:4][C:5]1[CH:10]=[CH:9][C:8]([CH2:11]Cl)=[CH:7][CH:6]=1)(=O)C.[NH:13]1[CH:17]=[CH:16][CH:15]=[N:14]1.C([O-])([O-])=O.[K+].[K+].[OH-].[Na+].Cl, predict the reaction product. The product is: [N:13]1([CH2:11][C:8]2[CH:7]=[CH:6][C:5]([OH:4])=[CH:10][CH:9]=2)[CH:17]=[CH:16][CH:15]=[N:14]1. (6) Given the reactants [H-].[Na+].[CH3:3][O:4][C:5]1[CH:25]=[CH:24][C:8]([C:9]([CH:11]2[CH2:16][CH2:15][N:14]([CH:17]3[CH2:22][CH2:21][CH2:20][NH:19][C:18]3=[O:23])[CH2:13][CH2:12]2)=[O:10])=[CH:7][CH:6]=1.Cl[CH2:27][C:28]1[NH:29][C:30](=[O:38])[C:31]2[CH2:37][O:36][CH2:35][CH2:34][C:32]=2[N:33]=1, predict the reaction product. The product is: [CH3:3][O:4][C:5]1[CH:6]=[CH:7][C:8]([C:9]([CH:11]2[CH2:16][CH2:15][N:14]([CH:17]3[CH2:22][CH2:21][CH2:20][N:19]([CH2:27][C:28]4[NH:29][C:30](=[O:38])[C:31]5[CH2:37][O:36][CH2:35][CH2:34][C:32]=5[N:33]=4)[C:18]3=[O:23])[CH2:13][CH2:12]2)=[O:10])=[CH:24][CH:25]=1. (7) Given the reactants [Br:1][C:2]1[CH:7]=[CH:6][C:5]([OH:8])=[C:4]([F:9])[CH:3]=1.[CH3:10][CH:11]([Si:13](Cl)([CH:17]([CH3:19])[CH3:18])[CH:14]([CH3:16])[CH3:15])[CH3:12].N1C=CN=C1, predict the reaction product. The product is: [Br:1][C:2]1[CH:7]=[CH:6][C:5]([O:8][Si:13]([CH:17]([CH3:19])[CH3:18])([CH:14]([CH3:16])[CH3:15])[CH:11]([CH3:12])[CH3:10])=[C:4]([F:9])[CH:3]=1.